This data is from Full USPTO retrosynthesis dataset with 1.9M reactions from patents (1976-2016). The task is: Predict the reactants needed to synthesize the given product. (1) Given the product [C:27]([O:33][CH2:34][CH:11]([N:12]=[C:13]([C:20]1[CH:25]=[CH:24][CH:23]=[CH:22][CH:21]=1)[C:14]1[CH:19]=[CH:18][CH:17]=[CH:16][CH:15]=1)[C:4]1[C:5]2[C:10](=[CH:9][CH:8]=[CH:7][CH:6]=2)[N:1]=[CH:2][CH:3]=1)(=[O:32])[C:28]([CH3:31])([CH3:30])[CH3:29], predict the reactants needed to synthesize it. The reactants are: [N:1]1[C:10]2[C:5](=[CH:6][CH:7]=[CH:8][CH:9]=2)[C:4]([CH2:11][NH2:12])=[CH:3][CH:2]=1.[C:13](=N)([C:20]1[CH:25]=[CH:24][CH:23]=[CH:22][CH:21]=1)[C:14]1[CH:19]=[CH:18][CH:17]=[CH:16][CH:15]=1.[C:27]([O:33][CH2:34]Cl)(=[O:32])[C:28]([CH3:31])([CH3:30])[CH3:29]. (2) Given the product [C:8]1([S:5]([N:4]([S:19]([C:13]2[CH:18]=[CH:17][CH:16]=[CH:15][CH:14]=2)(=[O:21])=[O:20])[C:3]2[CH:9]=[CH:10][C:11]([S:5]([CH3:8])(=[O:7])=[O:6])=[CH:12][C:2]=2[I:1])(=[O:7])=[O:6])[CH:11]=[CH:12][CH:2]=[CH:3][CH:9]=1, predict the reactants needed to synthesize it. The reactants are: [I:1][C:2]1[CH:12]=[CH:11][CH:10]=[CH:9][C:3]=1[NH:4][S:5]([CH3:8])(=[O:7])=[O:6].[C:13]1([S:19](Cl)(=[O:21])=[O:20])[CH:18]=[CH:17][CH:16]=[CH:15][CH:14]=1.[Cl-].[NH4+].